Dataset: Full USPTO retrosynthesis dataset with 1.9M reactions from patents (1976-2016). Task: Predict the reactants needed to synthesize the given product. (1) Given the product [Cl:24][C:23]1[C:18]([CH2:17][NH:16][CH2:15][C:12]2[N:13]=[CH:14][C:9]([OH:8])=[CH:10][CH:11]=2)=[N:19][C:20]([CH3:26])=[N:21][C:22]=1[CH3:25], predict the reactants needed to synthesize it. The reactants are: C([O:8][C:9]1[CH:10]=[CH:11][C:12]([CH2:15][NH:16][CH2:17][C:18]2[C:23]([Cl:24])=[C:22]([CH3:25])[N:21]=[C:20]([CH3:26])[N:19]=2)=[N:13][CH:14]=1)C1C=CC=CC=1.Cl.C1CCC=CC=1. (2) Given the product [CH2:5]([N:7]1[C:13](=[O:14])[C:12]([CH3:16])([CH3:15])[C:11](=[O:17])[N:10]([CH3:18])[C:9]2[CH:19]=[C:20]([CH2:23][N:24]([CH2:38][C:39]3[CH:46]=[CH:45][CH:44]=[CH:43][C:40]=3[CH2:41][OH:42])[CH2:25][CH2:26][N:27]3[CH:32]=[CH:31][C:30]4[O:33][C:34]([CH3:36])=[CH:35][C:29]=4[C:28]3=[O:37])[CH:21]=[CH:22][C:8]1=2)[CH3:6], predict the reactants needed to synthesize it. The reactants are: [BH4-].[Na+].CO.[CH2:5]([N:7]1[C:13](=[O:14])[C:12]([CH3:16])([CH3:15])[C:11](=[O:17])[N:10]([CH3:18])[C:9]2[CH:19]=[C:20]([CH2:23][N:24]([CH2:38][C:39]3[CH:46]=[CH:45][CH:44]=[CH:43][C:40]=3[CH:41]=[O:42])[CH2:25][CH2:26][N:27]3[CH:32]=[CH:31][C:30]4[O:33][C:34]([CH3:36])=[CH:35][C:29]=4[C:28]3=[O:37])[CH:21]=[CH:22][C:8]1=2)[CH3:6].